This data is from Reaction yield outcomes from USPTO patents with 853,638 reactions. The task is: Predict the reaction yield, written as a fraction of the theoretical maximum amount of product (1.0 means a 100% yield; for example, 0.34 means a 34% yield). (1) The reactants are Cl[C:2]([O:4][C:5]1[CH:10]=[CH:9][C:8]([N+:11]([O-:13])=[O:12])=[CH:7][CH:6]=1)=[O:3].[F:14][C:15]1[CH:16]=[C:17]([CH:23]2[NH:28][C:27]([O:29][CH3:30])=[N:26][C:25]([CH3:31])=[C:24]2[C:32](=[O:34])[CH3:33])[CH:18]=[C:19]([F:22])[C:20]=1[F:21].N1C=CC=CC=1. The catalyst is C(Cl)Cl. The product is [F:14][C:15]1[CH:16]=[C:17]([CH:23]2[N:28]([C:2]([O:4][C:5]3[CH:10]=[CH:9][C:8]([N+:11]([O-:13])=[O:12])=[CH:7][CH:6]=3)=[O:3])[C:27]([O:29][CH3:30])=[N:26][C:25]([CH3:31])=[C:24]2[C:32](=[O:34])[CH3:33])[CH:18]=[C:19]([F:22])[C:20]=1[F:21]. The yield is 0.920. (2) The reactants are C[Al](C)C.[Cl:5][C:6]1[CH:7]=[C:8]([NH2:13])[CH:9]=[CH:10][C:11]=1[CH3:12].C([O:16][C:17]([C@H:19]1[CH2:24][CH2:23][CH2:22][N:21]([C:25](=[O:33])[C:26]2[CH:31]=[CH:30][CH:29]=[CH:28][C:27]=2[CH3:32])[C@H:20]1[C:34]1[CH:39]=[CH:38][C:37]([NH:40][CH:41]2[CH2:45][CH2:44][CH2:43][CH2:42]2)=[CH:36][CH:35]=1)=O)C. The catalyst is ClC(Cl)C.C(Cl)Cl. The product is [Cl:5][C:6]1[CH:7]=[C:8]([NH:13][C:17]([C@H:19]2[CH2:24][CH2:23][CH2:22][N:21]([C:25](=[O:33])[C:26]3[CH:31]=[CH:30][CH:29]=[CH:28][C:27]=3[CH3:32])[C@H:20]2[C:34]2[CH:39]=[CH:38][C:37]([NH:40][CH:41]3[CH2:45][CH2:44][CH2:43][CH2:42]3)=[CH:36][CH:35]=2)=[O:16])[CH:9]=[CH:10][C:11]=1[CH3:12]. The yield is 0.500. (3) The reactants are [C:1]([O:5][C:6]([N:8]1[CH2:13][CH2:12][CH2:11][CH:10]([CH2:14][OH:15])[CH2:9]1)=[O:7])([CH3:4])([CH3:3])[CH3:2].[H-].[Na+].Cl[C:19]1[S:20][C:21]2[CH:27]=[CH:26][CH:25]=[CH:24][C:22]=2[N:23]=1.[I-].[Na+]. The catalyst is CN(C)C=O.O. The product is [C:1]([O:5][C:6]([N:8]1[CH2:13][CH2:12][CH2:11][CH:10]([CH2:14][O:15][C:19]2[S:20][C:21]3[CH:27]=[CH:26][CH:25]=[CH:24][C:22]=3[N:23]=2)[CH2:9]1)=[O:7])([CH3:4])([CH3:3])[CH3:2]. The yield is 0.950. (4) The reactants are [CH2:1]([O:3][C:4](=[O:17])[C:5]([O:8][C:9]1[CH:14]=[CH:13][C:12]([OH:15])=[CH:11][C:10]=1[CH3:16])([CH3:7])[CH3:6])[CH3:2].[CH3:18][N:19]1[C:23]([CH2:24]O)=[CH:22][C:21]([C:26]2[CH:31]=[CH:30][C:29]([O:32][C:33]([F:36])([F:35])[F:34])=[CH:28][CH:27]=2)=[N:20]1.C(P(CCCC)CCCC)CCC.CN(C)C(N=NC(N(C)C)=O)=O. The catalyst is O1CCCC1. The product is [CH2:1]([O:3][C:4](=[O:17])[C:5]([CH3:6])([O:8][C:9]1[CH:14]=[CH:13][C:12]([O:15][CH2:24][C:23]2[N:19]([CH3:18])[N:20]=[C:21]([C:26]3[CH:27]=[CH:28][C:29]([O:32][C:33]([F:35])([F:34])[F:36])=[CH:30][CH:31]=3)[CH:22]=2)=[CH:11][C:10]=1[CH3:16])[CH3:7])[CH3:2]. The yield is 0.750. (5) The reactants are Br[C:2]1[CH:3]=[CH:4][C:5]2[C:6]([CH3:17])([CH3:16])[C:7]3[C:12]([NH:13][C:14]=2[CH:15]=1)=[CH:11][CH:10]=[CH:9][CH:8]=3.[NH:18]1[CH:22]=[CH:21][CH:20]=[N:19]1.C([O-])([O-])=O.[K+].[K+].[C@@H]1(N)CCCC[C@H]1N. The catalyst is [Cu]I.C1(C)C=CC=CC=1. The product is [CH3:16][C:6]1([CH3:17])[C:5]2[CH:4]=[CH:3][C:2]([N:18]3[CH:22]=[CH:21][CH:20]=[N:19]3)=[CH:15][C:14]=2[NH:13][C:12]2[C:7]1=[CH:8][CH:9]=[CH:10][CH:11]=2. The yield is 0.760.